Dataset: Orexin1 receptor HTS with 218,158 compounds and 233 confirmed actives. Task: Binary Classification. Given a drug SMILES string, predict its activity (active/inactive) in a high-throughput screening assay against a specified biological target. The molecule is S(c1n(c2c(n1)cccc2)CCOC)CC(=O)Nc1cc2[nH]c(=O)[nH]c2cc1. The result is 0 (inactive).